Dataset: Catalyst prediction with 721,799 reactions and 888 catalyst types from USPTO. Task: Predict which catalyst facilitates the given reaction. (1) Reactant: [CH:1]12[CH2:7][CH:6]1[CH2:5][CH2:4][C@H:3]([C:8]([O:10]CC)=[O:9])[N:2]2[C:13]([O:15][C:16]([CH3:19])([CH3:18])[CH3:17])=[O:14].O1CCOCC1.O[Li].O. Product: [C:16]([O:15][C:13]([N:2]1[CH:3]([C:8]([OH:10])=[O:9])[CH2:4][CH2:5][CH:6]2[CH:1]1[CH2:7]2)=[O:14])([CH3:19])([CH3:17])[CH3:18]. The catalyst class is: 6. (2) Product: [Cl:1][C:2]1[C:3]([NH2:9])=[N:4][C:5]([Cl:8])=[CH:6][CH:7]=1. The catalyst class is: 33. Reactant: [Cl:1][C:2]1[C:3]([NH:9]C(=O)C(C)(C)C)=[N:4][C:5]([Cl:8])=[CH:6][CH:7]=1.O.N1C=CC=CC=1.[OH-].[Na+]. (3) Reactant: [CH:1]([C:3]1[CH:27]=[C:6]2[CH2:7][N:8]([C:12]([O:14][CH2:15][C:16]3[CH:21]=[C:20]([C:22]([F:25])([F:24])[F:23])[CH:19]=[C:18]([Cl:26])[CH:17]=3)=[O:13])[CH2:9][CH2:10][CH2:11][N:5]2[N:4]=1)=[O:2].[CH3:28][Mg+].[Br-]. The catalyst class is: 1. Product: [OH:2][CH:1]([C:3]1[CH:27]=[C:6]2[CH2:7][N:8]([C:12]([O:14][CH2:15][C:16]3[CH:21]=[C:20]([C:22]([F:24])([F:23])[F:25])[CH:19]=[C:18]([Cl:26])[CH:17]=3)=[O:13])[CH2:9][CH2:10][CH2:11][N:5]2[N:4]=1)[CH3:28]. (4) Reactant: [CH:1]1([C:4]2[CH:5]=[C:6]([C@@H:16]([CH2:20][C@H:21]3[CH2:25][CH2:24][C:23]4(OCC(C)(C)C[O:26]4)[CH2:22]3)[C:17]([OH:19])=[O:18])[CH:7]=[CH:8][C:9]=2[S:10]([CH:13]2[CH2:15][CH2:14]2)(=[O:12])=[O:11])[CH2:3][CH2:2]1.Cl. Product: [CH:1]1([C:4]2[CH:5]=[C:6]([C@@H:16]([CH2:20][C@H:21]3[CH2:25][CH2:24][C:23](=[O:26])[CH2:22]3)[C:17]([OH:19])=[O:18])[CH:7]=[CH:8][C:9]=2[S:10]([CH:13]2[CH2:14][CH2:15]2)(=[O:12])=[O:11])[CH2:2][CH2:3]1. The catalyst class is: 21. (5) Reactant: [Cl:1][C:2]1[CH:3]=[C:4]([F:13])[CH:5]=[C:6]2[C:10]=1[NH:9]C(=O)[C:7]2=[O:12].[OH:14]O.Cl. Product: [NH2:9][C:10]1[C:2]([Cl:1])=[CH:3][C:4]([F:13])=[CH:5][C:6]=1[C:7]([OH:12])=[O:14]. The catalyst class is: 74. (6) Reactant: [CH2:1]([C:3]1[S:28][C:6]2[N:7]([CH2:13][C:14]3[CH:19]=[CH:18][C:17]([C:20]4[C:21]([C:26]#[N:27])=[CH:22][CH:23]=[CH:24][CH:25]=4)=[CH:16][CH:15]=3)[C:8](=[O:12])[NH:9][C:10](=[O:11])[C:5]=2[CH:4]=1)[CH3:2].[C:29]([Si:33]([CH3:43])([CH3:42])[O:34][CH2:35][C:36]([CH3:41])([CH:38]1[CH2:40][O:39]1)[CH3:37])([CH3:32])([CH3:31])[CH3:30].C(=O)([O-])[O-].[K+].[K+].CN(C)C=O. Product: [Si:33]([O:34][CH2:35][C:36]([CH3:37])([CH3:41])[CH:38]([OH:39])[CH2:40][N:9]1[C:10](=[O:11])[C:5]2[CH:4]=[C:3]([CH2:1][CH3:2])[S:28][C:6]=2[N:7]([CH2:13][C:14]2[CH:19]=[CH:18][C:17]([C:20]3[C:21]([C:26]#[N:27])=[CH:22][CH:23]=[CH:24][CH:25]=3)=[CH:16][CH:15]=2)[C:8]1=[O:12])([C:29]([CH3:32])([CH3:31])[CH3:30])([CH3:43])[CH3:42]. The catalyst class is: 69. (7) Reactant: [C:1]([C:3]1[C:8]([CH3:9])=[CH:7][CH:6]=[CH:5][C:4]=1[NH:10][S:11]([NH2:14])(=[O:13])=[O:12])#[N:2].[OH-].[Na+]. Product: [CH3:9][C:8]1[C:3]2[C:1]([NH2:2])=[N:14][S:11](=[O:13])(=[O:12])[NH:10][C:4]=2[CH:5]=[CH:6][CH:7]=1. The catalyst class is: 14.